The task is: Predict which catalyst facilitates the given reaction.. This data is from Catalyst prediction with 721,799 reactions and 888 catalyst types from USPTO. (1) Reactant: C([Li])CCC.[CH3:6][O:7][C:8]1[CH:9]=[C:10](Br)[CH:11]=[C:12]([O:14][CH3:15])[CH:13]=1.[F:17][CH:18]([F:32])[O:19][C:20]1[CH:21]=[C:22]([CH:25]=[CH:26][C:27]=1[O:28][CH:29]([F:31])[F:30])[CH:23]=[O:24]. Product: [F:17][CH:18]([F:32])[O:19][C:20]1[CH:21]=[C:22]([CH:23]([C:10]2[CH:9]=[C:8]([O:7][CH3:6])[CH:13]=[C:12]([O:14][CH3:15])[CH:11]=2)[OH:24])[CH:25]=[CH:26][C:27]=1[O:28][CH:29]([F:30])[F:31]. The catalyst class is: 1. (2) Reactant: C[O:2][C:3]1[CH:8]=[CH:7][CH:6]=[CH:5][C:4]=1[C:9]1[N:14]=[C:13]([P:15](=[O:44])([C:30]2[CH:35]=[CH:34][CH:33]=[C:32]([C:36]3[CH:41]=[CH:40][CH:39]=[CH:38][C:37]=3[O:42]C)[N:31]=2)[C:16]2[CH:21]=[CH:20][CH:19]=[C:18]([C:22]3[CH:27]=[CH:26][CH:25]=[CH:24][C:23]=3[O:28]C)[N:17]=2)[CH:12]=[CH:11][CH:10]=1.Cl.[NH+]1C=CC=CC=1.[OH-].[K+]. Product: [OH:2][C:3]1[CH:8]=[CH:7][CH:6]=[CH:5][C:4]=1[C:9]1[N:14]=[C:13]([P:15](=[O:44])([C:30]2[CH:35]=[CH:34][CH:33]=[C:32]([C:36]3[CH:41]=[CH:40][CH:39]=[CH:38][C:37]=3[OH:42])[N:31]=2)[C:16]2[CH:21]=[CH:20][CH:19]=[C:18]([C:22]3[CH:27]=[CH:26][CH:25]=[CH:24][C:23]=3[OH:28])[N:17]=2)[CH:12]=[CH:11][CH:10]=1. The catalyst class is: 6. (3) Reactant: [CH2:1]([O:3][C:4](=[O:22])[CH2:5][CH2:6][C@@H:7]([NH:14][C:15]([O:17][C:18]([CH3:21])([CH3:20])[CH3:19])=[O:16])[CH2:8]OS(C)(=O)=O)[CH3:2].[H-].[Na+].[CH3:25][O:26][C:27]1[CH:34]=[CH:33][C:30]([CH2:31][SH:32])=[CH:29][CH:28]=1.O. Product: [CH2:1]([O:3][C:4](=[O:22])[CH2:5][CH2:6][C@@H:7]([NH:14][C:15]([O:17][C:18]([CH3:19])([CH3:20])[CH3:21])=[O:16])[CH2:8][S:32][CH2:31][C:30]1[CH:33]=[CH:34][C:27]([O:26][CH3:25])=[CH:28][CH:29]=1)[CH3:2]. The catalyst class is: 9. (4) The catalyst class is: 143. Product: [CH2:16]([N:23]1[CH2:28][CH2:27][N:26]([C:10]([C@@H:9]2[CH2:13][CH2:14][CH2:15][N:8]2[C:1]([O:3][C:4]([CH3:5])([CH3:6])[CH3:7])=[O:2])=[O:12])[CH2:25][CH2:24]1)[C:17]1[CH:18]=[CH:19][CH:20]=[CH:21][CH:22]=1. Reactant: [C:1]([N:8]1[CH2:15][CH2:14][CH2:13][C@H:9]1[C:10]([OH:12])=O)([O:3][C:4]([CH3:7])([CH3:6])[CH3:5])=[O:2].[CH2:16]([N:23]1[CH2:28][CH2:27][NH:26][CH2:25][CH2:24]1)[C:17]1[CH:22]=[CH:21][CH:20]=[CH:19][CH:18]=1.Cl.C(N=C=NCCCN(C)C)C. (5) Reactant: Cl.[NH:2]1[C:7]2[N:8]=[CH:9][CH:10]=[CH:11][C:6]=2[C:5]2([CH2:16][CH2:15][NH:14][CH2:13][CH2:12]2)[O:4][C:3]1=[O:17].Cl[C:19]1[N:24]=[CH:23][N:22]=[C:21]([O:25][C:26]2[CH:27]=[C:28]([CH3:40])[C:29]3[N:33]=[C:32]([C@@H:34]4[CH2:38][CH2:37][CH2:36][O:35]4)[NH:31][C:30]=3[CH:39]=2)[CH:20]=1.CCN(C(C)C)C(C)C. Product: [CH3:40][C:28]1[C:29]2[N:33]=[C:32]([C@@H:34]3[CH2:38][CH2:37][CH2:36][O:35]3)[NH:31][C:30]=2[CH:39]=[C:26]([O:25][C:21]2[N:22]=[CH:23][N:24]=[C:19]([N:14]3[CH2:13][CH2:12][C:5]4([O:4][C:3](=[O:17])[NH:2][C:7]5[N:8]=[CH:9][CH:10]=[CH:11][C:6]4=5)[CH2:16][CH2:15]3)[CH:20]=2)[CH:27]=1. The catalyst class is: 3. (6) Reactant: C(N(CC)CC)C.O[CH:9]([C:33]1[CH:38]=[CH:37][CH:36]=[CH:35][CH:34]=1)[CH2:10][CH2:11][N:12]1[CH2:17][CH2:16][CH:15]([CH2:18][CH2:19][S:20]([C:23]2[CH:28]=[CH:27][C:26]([S:29]([CH3:32])(=[O:31])=[O:30])=[CH:25][CH:24]=2)(=[O:22])=[O:21])[CH2:14][CH2:13]1.CS([Cl:43])(=O)=O. Product: [C:33]1([CH:9]([Cl:43])[CH2:10][CH2:11][N:12]2[CH2:17][CH2:16][CH:15]([CH2:18][CH2:19][S:20]([C:23]3[CH:28]=[CH:27][C:26]([S:29]([CH3:32])(=[O:31])=[O:30])=[CH:25][CH:24]=3)(=[O:22])=[O:21])[CH2:14][CH2:13]2)[CH:38]=[CH:37][CH:36]=[CH:35][CH:34]=1. The catalyst class is: 4.